This data is from Peptide-MHC class II binding affinity with 134,281 pairs from IEDB. The task is: Regression. Given a peptide amino acid sequence and an MHC pseudo amino acid sequence, predict their binding affinity value. This is MHC class II binding data. (1) The peptide sequence is LYKLHGGHVSCRVKL. The MHC is DRB1_0701 with pseudo-sequence DRB1_0701. The binding affinity (normalized) is 0.377. (2) The peptide sequence is PLPTTQIEKVYLSLL. The MHC is DRB1_0101 with pseudo-sequence DRB1_0101. The binding affinity (normalized) is 0.549. (3) The peptide sequence is AADHAAPEDKYEAFV. The MHC is DRB1_1302 with pseudo-sequence DRB1_1302. The binding affinity (normalized) is 0. (4) The peptide sequence is SKSDDQIWLSQWFMN. The MHC is DRB3_0101 with pseudo-sequence DRB3_0101. The binding affinity (normalized) is 0.441. (5) The peptide sequence is CIANGVSTKIVTRIS. The MHC is DRB1_1101 with pseudo-sequence DRB1_1101. The binding affinity (normalized) is 0.584. (6) The peptide sequence is KITQWLETKGVERLKRM. The MHC is DRB1_0405 with pseudo-sequence DRB1_0405. The binding affinity (normalized) is 0.